Dataset: Full USPTO retrosynthesis dataset with 1.9M reactions from patents (1976-2016). Task: Predict the reactants needed to synthesize the given product. (1) Given the product [CH2:29]([N:16]1[C:17]2[CH2:22][CH2:21][N:20]([C:23](=[O:25])[CH3:24])[CH2:19][C:18]=2[C:14]([NH:13][C:10]2[CH:11]=[CH:12][C:7]([C:5]3[CH:4]=[N:3][N:2]([CH3:1])[CH:6]=3)=[CH:8][CH:9]=2)=[N:15]1)[CH:27]=[CH2:28], predict the reactants needed to synthesize it. The reactants are: [CH3:1][N:2]1[CH:6]=[C:5]([C:7]2[CH:12]=[CH:11][C:10]([NH:13][C:14]3[C:18]4[CH2:19][N:20]([C:23](=[O:25])[CH3:24])[CH2:21][CH2:22][C:17]=4[NH:16][N:15]=3)=[CH:9][CH:8]=2)[CH:4]=[N:3]1.Br[CH:27]1[CH2:29][CH2:28]1. (2) Given the product [NH2:3][C:4]1[CH:5]=[CH:6][C:7]([CH2:10][CH2:11][N:12]2[C:13]3[N:18]4[C:17](=[N:21][C:20]([CH3:22])=[C:19]4[C:23]2=[O:24])[CH:16]=[CH:15][CH:14]=3)=[CH:8][CH:9]=1, predict the reactants needed to synthesize it. The reactants are: [H-].[Na+].[NH2:3][C:4]1[CH:9]=[CH:8][C:7]([CH2:10][CH2:11][NH:12][C:13]2[N:18]3[C:19]([C:23](OCC)=[O:24])=[C:20]([CH3:22])[N:21]=[C:17]3[CH:16]=[CH:15][CH:14]=2)=[CH:6][CH:5]=1.O. (3) Given the product [CH:18]1([C:9]2[CH:10]=[C:6]([NH:5][CH2:4][CH2:3][CH:2]([CH3:11])[CH3:1])[NH:7][N:8]=2)[CH2:20][CH2:19]1, predict the reactants needed to synthesize it. The reactants are: [CH3:1][CH:2]([CH3:11])[CH2:3][CH2:4][NH:5][C:6]1[NH:7][N:8]=[CH:9][CH:10]=1.NC1NN=C([CH:18]2[CH2:20][CH2:19]2)C=1. (4) Given the product [CH3:21][C:20]1[N:22]=[C:23]([C:25]2[CH:26]=[C:27]([CH:32]=[CH:33][CH:34]=2)[C:28]([O:30][CH3:31])=[O:29])[N:16]2[C:17]=1[CH:18]=[N:19][C:14]([NH:13][C:5]1[CH:4]=[C:3]([O:2][CH3:1])[C:8]([O:9][CH3:10])=[C:7]([O:11][CH3:12])[CH:6]=1)=[N:15]2, predict the reactants needed to synthesize it. The reactants are: [CH3:1][O:2][C:3]1[CH:4]=[C:5]([NH:13][C:14]2[N:15]=[N:16][C:17]([CH:20]([NH:22][C:23]([C:25]3[CH:26]=[C:27]([CH:32]=[CH:33][CH:34]=3)[C:28]([O:30][CH3:31])=[O:29])=O)[CH3:21])=[CH:18][N:19]=2)[CH:6]=[C:7]([O:11][CH3:12])[C:8]=1[O:9][CH3:10].N1C=NC=N1.P(Cl)(Cl)(Cl)=O. (5) Given the product [CH3:3][O:4][C:5]1[CH:6]=[CH:7][C:8]2[N:9]([N:11]=[C:12]([C:25]3[CH:30]=[CH:29][C:28]([O:31][C:32]([F:34])([F:35])[F:33])=[CH:27][CH:26]=3)[C:13]=2[CH2:14][C:15]2[N:20]=[C:19]([C:21]([OH:23])=[O:22])[CH:18]=[CH:17][CH:16]=2)[CH:10]=1, predict the reactants needed to synthesize it. The reactants are: [OH-].[K+].[CH3:3][O:4][C:5]1[CH:6]=[CH:7][C:8]2[N:9]([N:11]=[C:12]([C:25]3[CH:30]=[CH:29][C:28]([O:31][C:32]([F:35])([F:34])[F:33])=[CH:27][CH:26]=3)[C:13]=2[CH2:14][C:15]2[N:20]=[C:19]([C:21]([O:23]C)=[O:22])[CH:18]=[CH:17][CH:16]=2)[CH:10]=1.Cl.